Dataset: Full USPTO retrosynthesis dataset with 1.9M reactions from patents (1976-2016). Task: Predict the reactants needed to synthesize the given product. The reactants are: [OH-].[Na+].[CH2:3]([C:5]([S:21][CH2:22][CH2:23][CH2:24][CH2:25]/[CH:26]=[CH:27]\[CH2:28]/[CH:29]=[CH:30]\[CH2:31]/[CH:32]=[CH:33]\[CH2:34]/[CH:35]=[CH:36]\[CH2:37]/[CH:38]=[CH:39]\[CH2:40][CH3:41])([CH2:19][CH3:20])[C:6]([NH:8][C@@H:9]([CH2:15][CH:16]([CH3:18])[CH3:17])[C:10]([O:12]CC)=[O:11])=[O:7])[CH3:4].Cl. Given the product [CH2:3]([C:5]([S:21][CH2:22][CH2:23][CH2:24][CH2:25]/[CH:26]=[CH:27]\[CH2:28]/[CH:29]=[CH:30]\[CH2:31]/[CH:32]=[CH:33]\[CH2:34]/[CH:35]=[CH:36]\[CH2:37]/[CH:38]=[CH:39]\[CH2:40][CH3:41])([CH2:19][CH3:20])[C:6]([NH:8][C@@H:9]([CH2:15][CH:16]([CH3:18])[CH3:17])[C:10]([OH:12])=[O:11])=[O:7])[CH3:4], predict the reactants needed to synthesize it.